From a dataset of Reaction yield outcomes from USPTO patents with 853,638 reactions. Predict the reaction yield, written as a fraction of the theoretical maximum amount of product (1.0 means a 100% yield; for example, 0.34 means a 34% yield). The reactants are C([O:5][C:6](=[O:48])[CH2:7][CH:8]([OH:47])[CH2:9][CH:10]([OH:46])[CH2:11][CH2:12][C:13]1[N:14]([CH:43]([CH3:45])[CH3:44])[C:15]([C:31](=[O:42])[NH:32][CH2:33][C:34]2[CH:39]=[CH:38][CH:37]=[C:36]([CH2:40][NH2:41])[CH:35]=2)=[C:16]([C:25]2[CH:30]=[CH:29][CH:28]=[CH:27][CH:26]=2)[C:17]=1[C:18]1[CH:23]=[CH:22][C:21]([F:24])=[CH:20][CH:19]=1)(C)(C)C.[OH-].[Na+:50]. The catalyst is CO. The product is [Na+:50].[NH2:41][CH2:40][C:36]1[CH:35]=[C:34]([CH:39]=[CH:38][CH:37]=1)[CH2:33][NH:32][C:31]([C:15]1[N:14]([CH:43]([CH3:44])[CH3:45])[C:13]([CH2:12][CH2:11][CH:10]([OH:46])[CH2:9][CH:8]([OH:47])[CH2:7][C:6]([O-:48])=[O:5])=[C:17]([C:18]2[CH:23]=[CH:22][C:21]([F:24])=[CH:20][CH:19]=2)[C:16]=1[C:25]1[CH:30]=[CH:29][CH:28]=[CH:27][CH:26]=1)=[O:42]. The yield is 0.980.